Dataset: Full USPTO retrosynthesis dataset with 1.9M reactions from patents (1976-2016). Task: Predict the reactants needed to synthesize the given product. (1) Given the product [OH:11][C:8]1[CH:9]=[CH:10][C:5]([C:3]2[N:14]=[C:15]3[CH:20]=[CH:19][C:18]([I:21])=[CH:17][N:16]3[CH:2]=2)=[CH:6][C:7]=1[O:12][CH3:13], predict the reactants needed to synthesize it. The reactants are: Br[CH2:2][C:3]([C:5]1[CH:10]=[CH:9][C:8]([OH:11])=[C:7]([O:12][CH3:13])[CH:6]=1)=O.[NH2:14][C:15]1[CH:20]=[CH:19][C:18]([I:21])=[CH:17][N:16]=1. (2) Given the product [F:16][C:13]1[CH:14]=[CH:15][C:2]2[NH:1][C:8](=[O:9])[C@@H:7]([CH3:11])[NH:6][C:4](=[O:5])[C:3]=2[CH:12]=1, predict the reactants needed to synthesize it. The reactants are: [NH2:1][C:2]1[CH:15]=[CH:14][C:13]([F:16])=[CH:12][C:3]=1[C:4]([NH:6][C@H:7]([CH3:11])[C:8](O)=[O:9])=[O:5].O.OC1C2N=NNC=2C=CC=1.Cl.C(N=C=NCCCN(C)C)C.O.